This data is from Forward reaction prediction with 1.9M reactions from USPTO patents (1976-2016). The task is: Predict the product of the given reaction. (1) Given the reactants C1C=CC(P(C2C(C3C(P(C4C=CC=CC=4)C4C=CC=CC=4)=CC=C4C=3C=CC=C4)=C3C(C=CC=C3)=CC=2)C2C=CC=CC=2)=CC=1.[CH3:47][O:48][C:49]1[CH:50]=[CH:51][C:52]2[NH:58][C:57](=[O:59])[N:56]([CH:60]3[CH2:65][CH2:64][NH:63][CH2:62][CH2:61]3)[CH2:55][CH2:54][C:53]=2[CH:66]=1.Br[C:68]1[CH:69]=[C:70]([C:74]([N:76]2[C:84]3[C:79](=[CH:80][C:81]([F:85])=[CH:82][CH:83]=3)[CH2:78][CH2:77]2)=[O:75])[CH:71]=[CH:72][CH:73]=1.C(=O)([O-])[O-].[Cs+].[Cs+], predict the reaction product. The product is: [F:85][C:81]1[CH:80]=[C:79]2[C:84](=[CH:83][CH:82]=1)[N:76]([C:74]([C:70]1[CH:69]=[C:68]([N:63]3[CH2:64][CH2:65][CH:60]([N:56]4[CH2:55][CH2:54][C:53]5[CH:66]=[C:49]([O:48][CH3:47])[CH:50]=[CH:51][C:52]=5[NH:58][C:57]4=[O:59])[CH2:61][CH2:62]3)[CH:73]=[CH:72][CH:71]=1)=[O:75])[CH2:77][CH2:78]2. (2) Given the reactants [H-].[Na+].[CH3:3][O:4][CH2:5][CH2:6][NH:7][S:8]([C:11]1[CH:16]=[CH:15][C:14]([I:17])=[CH:13][CH:12]=1)(=[O:10])=[O:9].[CH3:18][Si:19]([CH3:26])([CH3:25])[CH2:20][CH2:21][O:22][CH2:23]Cl, predict the reaction product. The product is: [CH3:3][O:4][CH2:5][CH2:6][N:7]([CH2:23][O:22][CH2:21][CH2:20][Si:19]([CH3:26])([CH3:25])[CH3:18])[S:8]([C:11]1[CH:16]=[CH:15][C:14]([I:17])=[CH:13][CH:12]=1)(=[O:10])=[O:9]. (3) Given the reactants [O:1]1[CH2:6][CH2:5][CH:4]([OH:7])[CH2:3][CH2:2]1.CCN(CC)CC.[CH3:15][S:16](Cl)(=[O:18])=[O:17], predict the reaction product. The product is: [O:1]1[CH2:6][CH2:5][CH:4]([O:7][S:16]([CH3:15])(=[O:18])=[O:17])[CH2:3][CH2:2]1. (4) The product is: [ClH:42].[ClH:42].[CH3:30][O:29][C:18]1[CH:19]=[CH:20][C:21]([C:23]2[CH:24]=[CH:25][N:26]=[CH:27][CH:28]=2)=[CH:22][C:17]=1[CH2:16][N:15]([CH:12]1[CH2:13][CH2:14][CH:9]([NH:7][CH3:6])[CH2:10][CH2:11]1)[C:31]([C:33]1[S:37][C:36]2[CH:38]=[CH:39][CH:40]=[CH:41][C:35]=2[C:34]=1[Cl:42])=[O:32]. Given the reactants C(O[C:6](=O)[N:7]([CH:9]1[CH2:14][CH2:13][CH:12]([N:15]([C:31]([C:33]2[S:37][C:36]3[CH:38]=[CH:39][CH:40]=[CH:41][C:35]=3[C:34]=2[Cl:42])=[O:32])[CH2:16][C:17]2[CH:22]=[C:21]([C:23]3[CH:28]=[CH:27][N:26]=[CH:25][CH:24]=3)[CH:20]=[CH:19][C:18]=2[O:29][CH3:30])[CH2:11][CH2:10]1)C)(C)(C)C, predict the reaction product. (5) Given the reactants [Si]([O:8][CH2:9][CH2:10][CH2:11][C:12]([N:15]([CH3:23])[C:16](=[O:22])[O:17][C:18]([CH3:21])([CH3:20])[CH3:19])([CH3:14])[CH3:13])(C(C)(C)C)(C)C, predict the reaction product. The product is: [OH:8][CH2:9][CH2:10][CH2:11][C:12]([N:15]([CH3:23])[C:16](=[O:22])[O:17][C:18]([CH3:21])([CH3:20])[CH3:19])([CH3:14])[CH3:13]. (6) Given the reactants C([C:5](C)=[O:6])C(C)C.[C:8]1([CH3:14])[CH:13]=[CH:12][CH:11]=[CH:10][CH:9]=1, predict the reaction product. The product is: [CH2:8]([CH:13]([CH2:12][CH2:11][CH2:10][CH3:9])[CH2:5][OH:6])[CH3:14]. (7) Given the reactants [Cl:1][C:2]1[CH:3]=[C:4]([C:12]2[O:16][N:15]=[C:14]([C:17]3[CH:25]=[CH:24][CH:23]=[C:22]4[C:18]=3[CH:19]=[CH:20][N:21]4[CH2:26][CH2:27][C:28]([O:30]CC)=[O:29])[N:13]=2)[CH:5]=[N:6][C:7]=1[O:8][CH:9]([CH3:11])[CH3:10].O.[OH-].[Na+], predict the reaction product. The product is: [Cl:1][C:2]1[CH:3]=[C:4]([C:12]2[O:16][N:15]=[C:14]([C:17]3[CH:25]=[CH:24][CH:23]=[C:22]4[C:18]=3[CH:19]=[CH:20][N:21]4[CH2:26][CH2:27][C:28]([OH:30])=[O:29])[N:13]=2)[CH:5]=[N:6][C:7]=1[O:8][CH:9]([CH3:10])[CH3:11]. (8) Given the reactants O=[C:2]1[NH:7][CH:6]=[N:5][C:4]2[C:8]([CH:11]3[CH2:16][CH2:15][N:14]([C:17]([O:19][C:20]([CH3:23])([CH3:22])[CH3:21])=[O:18])[CH2:13][CH2:12]3)=[CH:9][NH:10][C:3]1=2.C(OC(OC(C)(C)C)=O)(OC(C)(C)C)=O.P(Cl)(Cl)([Cl:41])=O, predict the reaction product. The product is: [Cl:41][C:2]1[C:3]2[NH:10][CH:9]=[C:8]([CH:11]3[CH2:16][CH2:15][N:14]([C:17]([O:19][C:20]([CH3:23])([CH3:22])[CH3:21])=[O:18])[CH2:13][CH2:12]3)[C:4]=2[N:5]=[CH:6][N:7]=1. (9) Given the reactants [F:1][C:2]1[CH:15]=[CH:14][C:5]([O:6][CH2:7][CH:8]2[O:12][C:11]([NH2:13])=[N:10][CH2:9]2)=[CH:4][CH:3]=1.[C:16](OCC)(=[O:19])[C:17]#[CH:18], predict the reaction product. The product is: [F:1][C:2]1[CH:15]=[CH:14][C:5]([O:6][CH2:7][CH:8]2[O:12][C:11]3=[N:13][C:16](=[O:19])[CH:17]=[CH:18][N:10]3[CH2:9]2)=[CH:4][CH:3]=1. (10) Given the reactants [Cl:1][C:2]1[CH:17]=[CH:16][C:5]2[N:6]([CH:11]3[CH2:15][CH2:14][O:13][CH2:12]3)[C:7]([CH2:9]Cl)=[N:8][C:4]=2[CH:3]=1.[CH3:18][S:19]([C:22]1[C:30]2[C:25](=[CH:26][CH:27]=[CH:28][CH:29]=2)[NH:24][N:23]=1)(=[O:21])=[O:20].CS(C1C2C(=CN=CC=2)NN=1)(=O)=O, predict the reaction product. The product is: [Cl:1][C:2]1[CH:17]=[CH:16][C:5]2[N:6]([CH:11]3[CH2:15][CH2:14][O:13][CH2:12]3)[C:7]([CH2:9][N:24]3[C:25]4[C:30](=[CH:29][CH:28]=[CH:27][CH:26]=4)[C:22]([S:19]([CH3:18])(=[O:20])=[O:21])=[N:23]3)=[N:8][C:4]=2[CH:3]=1.